Dataset: NCI-60 drug combinations with 297,098 pairs across 59 cell lines. Task: Regression. Given two drug SMILES strings and cell line genomic features, predict the synergy score measuring deviation from expected non-interaction effect. (1) Drug 1: CCCS(=O)(=O)NC1=C(C(=C(C=C1)F)C(=O)C2=CNC3=C2C=C(C=N3)C4=CC=C(C=C4)Cl)F. Drug 2: COC1=CC(=CC(=C1O)OC)C2C3C(COC3=O)C(C4=CC5=C(C=C24)OCO5)OC6C(C(C7C(O6)COC(O7)C8=CC=CS8)O)O. Cell line: MOLT-4. Synergy scores: CSS=78.0, Synergy_ZIP=6.62, Synergy_Bliss=6.49, Synergy_Loewe=-20.4, Synergy_HSA=5.76. (2) Drug 1: C1=CC=C(C=C1)NC(=O)CCCCCCC(=O)NO. Drug 2: C1=NC2=C(N1)C(=S)N=CN2. Cell line: SF-268. Synergy scores: CSS=20.6, Synergy_ZIP=5.45, Synergy_Bliss=9.73, Synergy_Loewe=-2.68, Synergy_HSA=8.31. (3) Drug 1: CN(CCCl)CCCl.Cl. Drug 2: CC1CCCC2(C(O2)CC(NC(=O)CC(C(C(=O)C(C1O)C)(C)C)O)C(=CC3=CSC(=N3)C)C)C. Cell line: UACC-257. Synergy scores: CSS=13.1, Synergy_ZIP=-5.22, Synergy_Bliss=-7.21, Synergy_Loewe=-14.6, Synergy_HSA=-6.21. (4) Drug 1: CC1=C(C=C(C=C1)NC2=NC=CC(=N2)N(C)C3=CC4=NN(C(=C4C=C3)C)C)S(=O)(=O)N.Cl. Cell line: SW-620. Synergy scores: CSS=37.9, Synergy_ZIP=-0.661, Synergy_Bliss=-0.654, Synergy_Loewe=-25.7, Synergy_HSA=1.55. Drug 2: CC1C(C(CC(O1)OC2CC(CC3=C2C(=C4C(=C3O)C(=O)C5=CC=CC=C5C4=O)O)(C(=O)C)O)N)O. (5) Drug 1: CNC(=O)C1=CC=CC=C1SC2=CC3=C(C=C2)C(=NN3)C=CC4=CC=CC=N4. Drug 2: C1CN(CCN1C(=O)CCBr)C(=O)CCBr. Cell line: LOX IMVI. Synergy scores: CSS=20.8, Synergy_ZIP=-7.13, Synergy_Bliss=-2.27, Synergy_Loewe=0.133, Synergy_HSA=0.0591.